From a dataset of NCI-60 drug combinations with 297,098 pairs across 59 cell lines. Regression. Given two drug SMILES strings and cell line genomic features, predict the synergy score measuring deviation from expected non-interaction effect. (1) Drug 1: CC12CCC(CC1=CCC3C2CCC4(C3CC=C4C5=CN=CC=C5)C)O. Drug 2: CCN(CC)CCCC(C)NC1=C2C=C(C=CC2=NC3=C1C=CC(=C3)Cl)OC. Cell line: SF-268. Synergy scores: CSS=19.7, Synergy_ZIP=0.855, Synergy_Bliss=4.27, Synergy_Loewe=0.594, Synergy_HSA=2.53. (2) Drug 1: C1CN1P(=S)(N2CC2)N3CC3. Drug 2: CC1=C(C(CCC1)(C)C)C=CC(=CC=CC(=CC(=O)O)C)C. Cell line: OVCAR-4. Synergy scores: CSS=-0.677, Synergy_ZIP=6.30, Synergy_Bliss=2.37, Synergy_Loewe=-0.0828, Synergy_HSA=0.227.